Dataset: Forward reaction prediction with 1.9M reactions from USPTO patents (1976-2016). Task: Predict the product of the given reaction. (1) Given the reactants B.[Br:2][C:3]1[CH:4]=[CH:5][C:6]([CH3:12])=[C:7]([CH:11]=1)[C:8](O)=[O:9].CO.Cl, predict the reaction product. The product is: [Br:2][C:3]1[CH:4]=[CH:5][C:6]([CH3:12])=[C:7]([CH2:8][OH:9])[CH:11]=1. (2) Given the reactants Br[CH:2]=[C:3]([C:5]1[CH:10]=[CH:9][N:8]=[CH:7][CH:6]=1)[CH3:4].P([O-])([O-])([O-])=O.[K+].[K+].[K+].N1CCC[C@H]1C(O)=O.[Cl:27][C:28]1[CH:36]=[CH:35][C:34]2[NH:33][C:32]3[CH2:37][CH2:38][N:39]([C:41]([O:43][CH2:44][C:45]4[CH:50]=[CH:49][CH:48]=[CH:47][CH:46]=4)=[O:42])[CH2:40][C:31]=3[C:30]=2[CH:29]=1, predict the reaction product. The product is: [Cl:27][C:28]1[CH:36]=[CH:35][C:34]2[N:33](/[CH:2]=[C:3](/[C:5]3[CH:10]=[CH:9][N:8]=[CH:7][CH:6]=3)\[CH3:4])[C:32]3[CH2:37][CH2:38][N:39]([C:41]([O:43][CH2:44][C:45]4[CH:50]=[CH:49][CH:48]=[CH:47][CH:46]=4)=[O:42])[CH2:40][C:31]=3[C:30]=2[CH:29]=1. (3) Given the reactants [Cl:1][C:2]1[CH:3]=[C:4]([CH:7]=[C:8](Cl)[CH:9]=1)[C:5]#[N:6].[CH3:11][O-:12].[Na+], predict the reaction product. The product is: [Cl:1][C:2]1[CH:3]=[C:4]([CH:7]=[C:8]([O:12][CH3:11])[CH:9]=1)[C:5]#[N:6]. (4) Given the reactants [F:1][C:2]1[CH:20]=[C:19]([F:21])[CH:18]=[CH:17][C:3]=1[CH2:4][CH:5]1[C:12]2[CH:11]=[C:10]([C:13]([O:15]C)=[O:14])[NH:9][C:8]=2[CH2:7][CH2:6]1.[OH-].[Li+].CO, predict the reaction product. The product is: [F:1][C:2]1[CH:20]=[C:19]([F:21])[CH:18]=[CH:17][C:3]=1[CH2:4][CH:5]1[C:12]2[CH:11]=[C:10]([C:13]([OH:15])=[O:14])[NH:9][C:8]=2[CH2:7][CH2:6]1. (5) Given the reactants C1C(=O)N([I:8])C(=O)C1.[CH3:9][O:10][C:11]1[CH:12]=[C:13]2[C:18](=[CH:19][CH:20]=1)[C:17]([OH:21])=[N:16][CH:15]=[CH:14]2, predict the reaction product. The product is: [I:8][C:14]1[C:13]2[C:18](=[CH:19][CH:20]=[C:11]([O:10][CH3:9])[CH:12]=2)[C:17]([OH:21])=[N:16][CH:15]=1.